From a dataset of Forward reaction prediction with 1.9M reactions from USPTO patents (1976-2016). Predict the product of the given reaction. (1) Given the reactants [F:1][C:2]1[C:7]([F:8])=[CH:6][CH:5]=[CH:4][C:3]=1[C:9]1([OH:14])[CH2:13][CH2:12][NH:11][CH2:10]1.O.[CH:16](O)=O, predict the reaction product. The product is: [F:1][C:2]1[C:7]([F:8])=[CH:6][CH:5]=[CH:4][C:3]=1[C:9]1([OH:14])[CH2:13][CH2:12][N:11]([CH3:16])[CH2:10]1. (2) Given the reactants [CH3:1][N:2]1[CH2:10][C:9]2[C:4](=[CH:5][C:6](B3OC(C)(C)C(C)(C)O3)=[CH:7][CH:8]=2)[C:3]1=[O:20].Br[C:22]1[S:26][C:25]([CH:27]2OCC[O:28]2)=[CH:24][CH:23]=1, predict the reaction product. The product is: [CH3:1][N:2]1[C:3](=[O:20])[C:4]2[C:9](=[CH:8][CH:7]=[C:6]([C:22]3[S:26][C:25]([CH:27]=[O:28])=[CH:24][CH:23]=3)[CH:5]=2)[CH2:10]1.